From a dataset of Catalyst prediction with 721,799 reactions and 888 catalyst types from USPTO. Predict which catalyst facilitates the given reaction. Reactant: [Br:1][C:2]1[C:3]([C:30]2[C:38]3[C:33](=[CH:34][CH:35]=[CH:36][CH:37]=3)[N:32](S(C3C=CC(C)=CC=3)(=O)=O)[CH:31]=2)=[N:4][C:5]([NH:8][C:9]2[CH:14]=[CH:13][C:12]([N:15]3[CH2:20][CH2:19][CH:18]([N:21]4[CH2:26][CH2:25][N:24]([CH3:27])[CH2:23][CH2:22]4)[CH2:17][CH2:16]3)=[CH:11][C:10]=2[O:28][CH3:29])=[N:6][CH:7]=1.C([O-])([O-])=O.[Cs+].[Cs+]. Product: [Br:1][C:2]1[C:3]([C:30]2[C:38]3[C:33](=[CH:34][CH:35]=[CH:36][CH:37]=3)[NH:32][CH:31]=2)=[N:4][C:5]([NH:8][C:9]2[CH:14]=[CH:13][C:12]([N:15]3[CH2:16][CH2:17][CH:18]([N:21]4[CH2:26][CH2:25][N:24]([CH3:27])[CH2:23][CH2:22]4)[CH2:19][CH2:20]3)=[CH:11][C:10]=2[O:28][CH3:29])=[N:6][CH:7]=1. The catalyst class is: 92.